Dataset: NCI-60 drug combinations with 297,098 pairs across 59 cell lines. Task: Regression. Given two drug SMILES strings and cell line genomic features, predict the synergy score measuring deviation from expected non-interaction effect. (1) Drug 1: C1CCN(CC1)CCOC2=CC=C(C=C2)C(=O)C3=C(SC4=C3C=CC(=C4)O)C5=CC=C(C=C5)O. Drug 2: CC1CCCC2(C(O2)CC(NC(=O)CC(C(C(=O)C(C1O)C)(C)C)O)C(=CC3=CSC(=N3)C)C)C. Cell line: OVCAR-5. Synergy scores: CSS=-2.37, Synergy_ZIP=0.940, Synergy_Bliss=1.22, Synergy_Loewe=-3.69, Synergy_HSA=-1.88. (2) Drug 2: CC(C)(C#N)C1=CC(=CC(=C1)CN2C=NC=N2)C(C)(C)C#N. Drug 1: CCC1=CC2CC(C3=C(CN(C2)C1)C4=CC=CC=C4N3)(C5=C(C=C6C(=C5)C78CCN9C7C(C=CC9)(C(C(C8N6C)(C(=O)OC)O)OC(=O)C)CC)OC)C(=O)OC.C(C(C(=O)O)O)(C(=O)O)O. Cell line: MDA-MB-435. Synergy scores: CSS=50.9, Synergy_ZIP=1.39, Synergy_Bliss=0.373, Synergy_Loewe=-15.7, Synergy_HSA=-0.117. (3) Drug 1: CC1OCC2C(O1)C(C(C(O2)OC3C4COC(=O)C4C(C5=CC6=C(C=C35)OCO6)C7=CC(=C(C(=C7)OC)O)OC)O)O. Drug 2: C(CCl)NC(=O)N(CCCl)N=O. Cell line: NCI/ADR-RES. Synergy scores: CSS=-4.22, Synergy_ZIP=0.871, Synergy_Bliss=-1.93, Synergy_Loewe=-3.65, Synergy_HSA=-4.23. (4) Drug 2: C1C(C(OC1N2C=C(C(=O)NC2=O)F)CO)O. Drug 1: CC12CCC(CC1=CCC3C2CCC4(C3CC=C4C5=CN=CC=C5)C)O. Cell line: NCIH23. Synergy scores: CSS=30.3, Synergy_ZIP=-1.49, Synergy_Bliss=-0.872, Synergy_Loewe=-10.3, Synergy_HSA=-0.153. (5) Drug 1: C1=CC(=CC=C1CC(C(=O)O)N)N(CCCl)CCCl.Cl. Cell line: UACC62. Synergy scores: CSS=2.92, Synergy_ZIP=-4.93, Synergy_Bliss=-5.28, Synergy_Loewe=-7.62, Synergy_HSA=-6.35. Drug 2: CN(CCCl)CCCl.Cl. (6) Drug 1: CS(=O)(=O)CCNCC1=CC=C(O1)C2=CC3=C(C=C2)N=CN=C3NC4=CC(=C(C=C4)OCC5=CC(=CC=C5)F)Cl. Drug 2: CC12CCC3C(C1CCC2OP(=O)(O)O)CCC4=C3C=CC(=C4)OC(=O)N(CCCl)CCCl.[Na+]. Cell line: SF-295. Synergy scores: CSS=0.612, Synergy_ZIP=2.04, Synergy_Bliss=4.56, Synergy_Loewe=-1.72, Synergy_HSA=-1.16. (7) Drug 1: CC1=C(C(=CC=C1)Cl)NC(=O)C2=CN=C(S2)NC3=CC(=NC(=N3)C)N4CCN(CC4)CCO. Drug 2: C1CN(CCN1C(=O)CCBr)C(=O)CCBr. Cell line: NCI/ADR-RES. Synergy scores: CSS=23.2, Synergy_ZIP=-4.68, Synergy_Bliss=-4.73, Synergy_Loewe=-4.69, Synergy_HSA=-4.61. (8) Drug 1: C1=CC(=CC=C1CC(C(=O)O)N)N(CCCl)CCCl.Cl. Drug 2: CS(=O)(=O)CCNCC1=CC=C(O1)C2=CC3=C(C=C2)N=CN=C3NC4=CC(=C(C=C4)OCC5=CC(=CC=C5)F)Cl. Cell line: CAKI-1. Synergy scores: CSS=29.2, Synergy_ZIP=-9.22, Synergy_Bliss=-1.13, Synergy_Loewe=2.57, Synergy_HSA=3.15.